Predict which catalyst facilitates the given reaction. From a dataset of Catalyst prediction with 721,799 reactions and 888 catalyst types from USPTO. (1) Reactant: [CH3:1][C:2]1([CH3:31])[C:6]2[C:7]([O:11][C:12]3[N:17]=[CH:16][C:15]([NH:18][C:19](=[O:30])[C@H:20]([NH:22]C(=O)OC(C)(C)C)[CH3:21])=[CH:14][CH:13]=3)=[CH:8][CH:9]=[CH:10][C:5]=2[O:4][CH2:3]1.C(O)(C(F)(F)F)=O. Product: [CH3:31][C:2]1([CH3:1])[C:6]2[C:7]([O:11][C:12]3[N:17]=[CH:16][C:15]([NH:18][C:19](=[O:30])[C@@H:20]([CH3:21])[NH2:22])=[CH:14][CH:13]=3)=[CH:8][CH:9]=[CH:10][C:5]=2[O:4][CH2:3]1. The catalyst class is: 4. (2) Reactant: Cl[C:2]1[N:7]=[C:6]([Cl:8])[N:5]=[C:4]([NH:9][CH2:10][C:11]2[O:12][C:13]([CH3:16])=[CH:14][CH:15]=2)[N:3]=1.[NH2:17][C:18]1[CH:27]=[CH:26][C:21]2[NH:22][C:23](=[O:25])[NH:24][C:20]=2[CH:19]=1.CCN(C(C)C)C(C)C. Product: [Cl:8][C:6]1[N:5]=[C:4]([NH:9][CH2:10][C:11]2[O:12][C:13]([CH3:16])=[CH:14][CH:15]=2)[N:3]=[C:2]([NH:17][C:18]2[CH:27]=[CH:26][C:21]3[NH:22][C:23](=[O:25])[NH:24][C:20]=3[CH:19]=2)[N:7]=1. The catalyst class is: 58. (3) Reactant: [CH:1]1[C:14]2[S:13][C:12]3[C:7](=[CH:8][CH:9]=[CH:10][CH:11]=3)[S:6][C:5]=2[CH:4]=[CH:3][CH:2]=1.[N+]([O-])(O)=[O:16].O. Product: [CH:11]1[C:12]2[S:13][C:14]3[C:5](=[CH:4][CH:3]=[CH:2][CH:1]=3)[S:6](=[O:16])[C:7]=2[CH:8]=[CH:9][CH:10]=1. The catalyst class is: 15. (4) Reactant: [Br:1][C:2]1[CH:3]=[C:4]([O:12][CH3:13])[C:5]([Cl:11])=[C:6]([CH:10]=1)[C:7](O)=[O:8].B(F)(F)F.CSC.CO. Product: [Br:1][C:2]1[CH:3]=[C:4]([O:12][CH3:13])[C:5]([Cl:11])=[C:6]([CH2:7][OH:8])[CH:10]=1. The catalyst class is: 1. (5) Reactant: [C:1]([O:5][C:6]([N:8]1[C:16]2[CH2:15][CH2:14][N:13]([C:17](=S)[CH2:18][C:19]([CH:21]3[CH2:23][CH2:22]3)=O)[CH2:12][C:11]=2[CH:10]=[C:9]1[C:25]1[C:30]([F:31])=[CH:29][CH:28]=[CH:27][C:26]=1[F:32])=[O:7])([CH3:4])([CH3:3])[CH3:2].C(OC(N1C2NCC(C(=S)CC(C3CC3)=S)CC=2C=C1C1C(F)=CC=CC=1F)=O)(C)(C)C.[CH3:65][NH:66][NH2:67]. The catalyst class is: 14. Product: [C:1]([O:5][C:6]([N:8]1[C:16]2[CH2:15][CH2:14][N:13]([C:17]3[N:66]([CH3:65])[N:67]=[C:19]([CH:21]4[CH2:23][CH2:22]4)[CH:18]=3)[CH2:12][C:11]=2[CH:10]=[C:9]1[C:25]1[C:26]([F:32])=[CH:27][CH:28]=[CH:29][C:30]=1[F:31])=[O:7])([CH3:3])([CH3:2])[CH3:4].[C:1]([O:5][C:6]([N:8]1[C:16]2[CH2:15][CH2:14][N:13]([C:17]3[CH:18]=[C:19]([CH:21]4[CH2:23][CH2:22]4)[N:66]([CH3:65])[N:67]=3)[CH2:12][C:11]=2[CH:10]=[C:9]1[C:25]1[C:26]([F:32])=[CH:27][CH:28]=[CH:29][C:30]=1[F:31])=[O:7])([CH3:3])([CH3:2])[CH3:4]. (6) Reactant: Br[C:2]1[CH:3]=[CH:4][C:5]2[N:9]=[C:8]([CH:10]3[CH2:12][CH2:11]3)[N:7]([CH3:13])[C:6]=2[CH:14]=1.[O:15]=[C:16]1[CH:21]=[C:20]([C:22]([O:24][CH3:25])=[O:23])[CH:19]=[CH:18][NH:17]1.C(=O)([O-])[O-].[K+].[K+].CN[C@@H]1CCCC[C@H]1NC. Product: [CH:10]1([C:8]2[N:7]([CH3:13])[C:6]3[CH:14]=[C:2]([N:17]4[CH:18]=[CH:19][C:20]([C:22]([O:24][CH3:25])=[O:23])=[CH:21][C:16]4=[O:15])[CH:3]=[CH:4][C:5]=3[N:9]=2)[CH2:12][CH2:11]1. The catalyst class is: 321. (7) Reactant: [Cl:1]C1C=CC(C(C2C=CC(C)=CC=2)=O)=CC=1.[Br:17][CH2:18][C:19]1[CH:24]=[CH:23][C:22]([C:25]([C:27]2[CH:32]=[CH:31][CH:30]=[C:29]([Cl:33])[CH:28]=2)=[O:26])=[CH:21][CH:20]=1. Product: [Br:17][CH2:18][C:19]1[CH:24]=[CH:23][C:22]([C:25]([C:27]2[CH:32]=[CH:31][CH:30]=[C:29]([Cl:33])[CH:28]=2)=[O:26])=[CH:21][C:20]=1[Cl:1]. The catalyst class is: 175.